This data is from Full USPTO retrosynthesis dataset with 1.9M reactions from patents (1976-2016). The task is: Predict the reactants needed to synthesize the given product. Given the product [CH2:5]([NH:12][CH2:13][CH:14]([F:18])[CH2:15][OH:16])[C:6]1[CH:11]=[CH:10][CH:9]=[CH:8][CH:7]=1, predict the reactants needed to synthesize it. The reactants are: CSC.B.[CH2:5]([NH:12][C:13](=O)[CH:14]([F:18])[C:15](O)=[O:16])[C:6]1[CH:11]=[CH:10][CH:9]=[CH:8][CH:7]=1.